This data is from Forward reaction prediction with 1.9M reactions from USPTO patents (1976-2016). The task is: Predict the product of the given reaction. Given the reactants [CH3:1][O:2][C:3]1[CH:30]=[CH:29][C:6]2[C:7]([C:15]([C:17]3[CH:22]=[C:21]([O:23][CH3:24])[C:20]([O:25][CH3:26])=[C:19]([O:27][CH3:28])[CH:18]=3)=[O:16])=[C:8]([C:10]3[CH:11]=[N:12][NH:13][CH:14]=3)[O:9][C:5]=2[CH:4]=1.ClCCl.[CH3:34][O:35][C:36]1[CH:41]=[CH:40][C:39](B(O)O)=[CH:38][CH:37]=1.O=O, predict the reaction product. The product is: [CH3:1][O:2][C:3]1[CH:30]=[CH:29][C:6]2[C:7]([C:15]([C:17]3[CH:18]=[C:19]([O:27][CH3:28])[C:20]([O:25][CH3:26])=[C:21]([O:23][CH3:24])[CH:22]=3)=[O:16])=[C:8]([C:10]3[CH:14]=[N:13][N:12]([C:39]4[CH:40]=[CH:41][C:36]([O:35][CH3:34])=[CH:37][CH:38]=4)[CH:11]=3)[O:9][C:5]=2[CH:4]=1.